This data is from Reaction yield outcomes from USPTO patents with 853,638 reactions. The task is: Predict the reaction yield, written as a fraction of the theoretical maximum amount of product (1.0 means a 100% yield; for example, 0.34 means a 34% yield). (1) The reactants are [CH3:1][C:2]1[C:6]([C:7]2[CH:12]=[C:11]([O:13]C)[CH:10]=[CH:9][C:8]=2[CH2:15][CH2:16][C:17]([O:19][CH2:20][CH3:21])=[O:18])=[C:5]([CH3:22])[O:4][N:3]=1.B(Br)(Br)Br. The catalyst is ClCCl. The product is [CH3:1][C:2]1[C:6]([C:7]2[CH:12]=[C:11]([OH:13])[CH:10]=[CH:9][C:8]=2[CH2:15][CH2:16][C:17]([O:19][CH2:20][CH3:21])=[O:18])=[C:5]([CH3:22])[O:4][N:3]=1. The yield is 0.909. (2) The reactants are Br[C:2]1[CH:3]=[C:4]([C:8]2([C:18]3[CH:22]=[CH:21][O:20][CH:19]=3)[C:12]3=[N:13][CH2:14][CH2:15][CH2:16][N:11]3[C:10]([NH2:17])=[N:9]2)[CH:5]=[CH:6][CH:7]=1.C(=O)([O-])[O-:24].[Cs+].[Cs+].[Cl:29][C:30]1[CH:31]=[C:32](B(O)O)[CH:33]=[C:34]([Cl:36])[CH:35]=1. The catalyst is C(COC)OC.C(O)C.O. The product is [C:21]([OH:24])(=[O:20])[CH3:22].[Cl:29][C:30]1[CH:31]=[C:32]([C:2]2[CH:7]=[CH:6][CH:5]=[C:4]([C:8]3([C:18]4[CH:22]=[CH:21][O:20][CH:19]=4)[C:12]4=[N:13][CH2:14][CH2:15][CH2:16][N:11]4[C:10]([NH2:17])=[N:9]3)[CH:3]=2)[CH:33]=[C:34]([Cl:36])[CH:35]=1. The yield is 0.300. (3) The reactants are [Cl-].O[NH3+:3].[C:4](=[O:7])([O-])[OH:5].[Na+].CS(C)=O.[CH2:13]([C:17]1[N:18]=[C:19]([CH3:47])[N:20]([C:39]2[CH:44]=[CH:43][C:42]([CH3:45])=[C:41]([CH3:46])[CH:40]=2)[C:21](=[O:38])[C:22]=1[CH2:23][C:24]1[CH:29]=[CH:28][C:27]([C:30]2[C:31]([C:36]#[N:37])=[CH:32][CH:33]=[CH:34][CH:35]=2)=[CH:26][CH:25]=1)[CH2:14][CH2:15][CH3:16]. The catalyst is O.C(OCC)(=O)C. The product is [CH2:13]([C:17]1[N:18]=[C:19]([CH3:47])[N:20]([C:39]2[CH:44]=[CH:43][C:42]([CH3:45])=[C:41]([CH3:46])[CH:40]=2)[C:21](=[O:38])[C:22]=1[CH2:23][C:24]1[CH:25]=[CH:26][C:27]([C:30]2[CH:35]=[CH:34][CH:33]=[CH:32][C:31]=2[C:36]2[NH:3][C:4](=[O:7])[O:5][N:37]=2)=[CH:28][CH:29]=1)[CH2:14][CH2:15][CH3:16]. The yield is 0.710. (4) The reactants are Br[C:2]1[N:7]=[C:6]([C:8]([OH:10])=[O:9])[CH:5]=[CH:4][CH:3]=1.[C:11]1([C:17]#[CH:18])[CH:16]=[CH:15][CH:14]=[CH:13][CH:12]=1. The catalyst is CCN(CC)CC.C([O-])([O-])=O.[Na+].[Na+].Cl[Pd](Cl)([P](C1C=CC=CC=1)(C1C=CC=CC=1)C1C=CC=CC=1)[P](C1C=CC=CC=1)(C1C=CC=CC=1)C1C=CC=CC=1.[Cu]I. The product is [C:11]1([C:17]#[C:18][C:2]2[N:7]=[C:6]([C:8]([OH:10])=[O:9])[CH:5]=[CH:4][CH:3]=2)[CH:16]=[CH:15][CH:14]=[CH:13][CH:12]=1. The yield is 0.510. (5) The reactants are IC.[CH2:3](N(CC)CC)C.C(=O)([O-])[O-].[Na+].[Na+].[CH3:16][C:17]1[O:21][N:20]=[C:19]([C:22]2[CH:27]=[CH:26][CH:25]=[CH:24][CH:23]=2)[C:18]=1[CH2:28][O:29][C:30]1[N:35]=[CH:34][C:33]([C:36]([NH:38][S:39]([CH:42]2[CH2:44][CH2:43]2)(=[O:41])=[O:40])=[O:37])=[CH:32][CH:31]=1. The catalyst is CN(C=O)C. The product is [CH3:3][N:38]([C:36]([C:33]1[CH:34]=[N:35][C:30]([O:29][CH2:28][C:18]2[C:19]([C:22]3[CH:23]=[CH:24][CH:25]=[CH:26][CH:27]=3)=[N:20][O:21][C:17]=2[CH3:16])=[CH:31][CH:32]=1)=[O:37])[S:39]([CH:42]1[CH2:44][CH2:43]1)(=[O:40])=[O:41]. The yield is 0.0900. (6) The reactants are [OH:1]C(C(F)(F)F)=O.[CH3:8][C:9]1[NH:10][C:11]2[C:16]([C:17]=1[CH3:18])=[C:15]([NH:19][C@H:20]1[CH2:24][CH2:23][NH:22][CH2:21]1)[CH:14]=[CH:13][C:12]=2[C:25]#[N:26].OS(O)(=O)=O.[OH-].[Na+]. No catalyst specified. The product is [CH3:8][C:9]1[NH:10][C:11]2[C:16]([C:17]=1[CH3:18])=[C:15]([NH:19][C@H:20]1[CH2:24][CH2:23][NH:22][CH2:21]1)[CH:14]=[CH:13][C:12]=2[C:25]([NH2:26])=[O:1]. The yield is 0.750. (7) The reactants are Cl[C:2]1[CH:11]=[C:10]([C:12]([NH:14][CH2:15][C@H:16]2[CH2:21][CH2:20][C@H:19]([CH2:22][NH:23][C:24](=[O:30])[O:25][C:26]([CH3:29])([CH3:28])[CH3:27])[CH2:18][CH2:17]2)=[O:13])[C:9]2[C:4](=[CH:5][CH:6]=[CH:7][CH:8]=2)[N:3]=1.FC(F)(F)C(O)=O.FC(F)(F)C(O)=O.[CH3:45][N:46]([CH3:56])[CH2:47][CH2:48][O:49][CH:50]1[CH2:55][CH2:54][NH:53][CH2:52][CH2:51]1.C([O-])([O-])=O.[K+].[K+]. The catalyst is N1C=CC=CC=1. The product is [CH3:45][N:46]([CH3:56])[CH2:47][CH2:48][O:49][CH:50]1[CH2:55][CH2:54][N:53]([C:2]2[CH:11]=[C:10]([C:12]([NH:14][CH2:15][C@H:16]3[CH2:17][CH2:18][C@H:19]([CH2:22][NH:23][C:24](=[O:30])[O:25][C:26]([CH3:29])([CH3:27])[CH3:28])[CH2:20][CH2:21]3)=[O:13])[C:9]3[C:4](=[CH:5][CH:6]=[CH:7][CH:8]=3)[N:3]=2)[CH2:52][CH2:51]1. The yield is 0.230. (8) The reactants are [C:1](O)(=O)/[CH:2]=[CH:3]/[C:4]1C=CC=C[CH:5]=1.OOS([O-])=O.[K+].[O-]S([O-])=O.[Na+].[Na+].CC[O:26][C:27]([CH3:29])=[O:28]. The catalyst is CN(C=O)C.O=[Os](=O)(=O)=O. The product is [C:27]([OH:26])(=[O:28])[C:29]1[CH:5]=[CH:4][CH:3]=[CH:2][CH:1]=1. The yield is 0.970. (9) The reactants are [NH2:1][C@@H:2]([CH2:27][C:28]1[CH:33]=[CH:32][CH:31]=[CH:30][CH:29]=1)[CH2:3][C@H:4]([OH:26])[C@@H:5]([NH:13][C:14]([C@@H:16]([NH:21][C:22](=[O:25])[O:23][CH3:24])[C:17]([CH3:20])([CH3:19])[CH3:18])=[O:15])[CH2:6][C:7]1[CH:12]=[CH:11][CH:10]=[CH:9][CH:8]=1.[CH3:34][C@@H:35]([CH2:54][CH3:55])[C@H:36]([N:40]1[CH2:44][CH2:43][N:42]([CH2:45][C:46]2[C:47]([CH3:52])=[N:48][CH:49]=[CH:50][CH:51]=2)[C:41]1=[O:53])[C:37](O)=[O:38].CCN=C=NCCCN(C)C.C1C=CC2N(O)N=NC=2C=1.CN1CCOCC1. The catalyst is CN(C=O)C. The product is [CH2:6]([C@H:5]([NH:13][C:14]([C@@H:16]([NH:21][C:22](=[O:25])[O:23][CH3:24])[C:17]([CH3:19])([CH3:20])[CH3:18])=[O:15])[C@@H:4]([OH:26])[CH2:3][C@@H:2]([NH:1][C:37](=[O:38])[C@@H:36]([N:40]1[CH2:44][CH2:43][N:42]([CH2:45][C:46]2[C:47]([CH3:52])=[N:48][CH:49]=[CH:50][CH:51]=2)[C:41]1=[O:53])[CH:35]([CH3:34])[CH2:54][CH3:55])[CH2:27][C:28]1[CH:29]=[CH:30][CH:31]=[CH:32][CH:33]=1)[C:7]1[CH:12]=[CH:11][CH:10]=[CH:9][CH:8]=1. The yield is 0.540. (10) The reactants are [Br:1][CH2:2][CH2:3][CH2:4][C:5](Cl)=[O:6].[CH2:8]([OH:15])[C:9]1[CH:14]=[CH:13][CH:12]=[CH:11][CH:10]=1.C(=O)([O-])[O-].[K+].[K+].O. The catalyst is ClCCl. The product is [Br:1][CH2:2][CH2:3][CH2:4][C:5]([O:15][CH2:8][C:9]1[CH:14]=[CH:13][CH:12]=[CH:11][CH:10]=1)=[O:6]. The yield is 0.830.